This data is from KCNQ2 potassium channel screen with 302,405 compounds. The task is: Binary Classification. Given a drug SMILES string, predict its activity (active/inactive) in a high-throughput screening assay against a specified biological target. (1) The molecule is S1\C(C(=O)N=C1N\N=C\c1occc1)=C/C(OC)=O. The result is 0 (inactive). (2) The molecule is s1c(cc(c1NC(=O)COCC(O)=O)C(=O)c1ccc(OC)cc1)CC. The result is 0 (inactive). (3) The molecule is S(=O)(=O)(Nc1ccc(F)cc1)c1c(C(=O)N2CCCCCC2)c(n(c1C)C)C. The result is 0 (inactive). (4) The drug is n1(c2c(c(c1C)/C=N\Nc1[nH]c3c(n1)cccc3)cccc2)C. The result is 0 (inactive). (5) The molecule is ClC=1C(=O)/C(=C\Nc2c(N3CCCC3)ccc(c2)C(F)(F)F)C=CC1. The result is 0 (inactive). (6) The molecule is S(=O)(=O)(N(CC(=O)NCc1ncccc1)C)c1ccc(OCC)cc1. The result is 0 (inactive).